This data is from Catalyst prediction with 721,799 reactions and 888 catalyst types from USPTO. The task is: Predict which catalyst facilitates the given reaction. (1) Reactant: C[Si]([N-][Si](C)(C)C)(C)C.[K+].[Cl:11][C:12]1[CH:17]=[C:16]([NH:18][C:19]2[CH:24]=[CH:23][C:22]([F:25])=[CH:21][C:20]=2[CH3:26])[CH:15]=[CH:14][C:13]=1[C:27]([C:29]1[CH:34]=[CH:33][C:32]([Cl:35])=[CH:31][C:30]=1[CH3:36])=[O:28].Cl[C:38]([O:40][CH:41]([Cl:43])[CH3:42])=[O:39]. Product: [Cl:43][CH:41]([O:40][C:38](=[O:39])[N:18]([C:16]1[CH:15]=[CH:14][C:13]([C:27](=[O:28])[C:29]2[CH:34]=[CH:33][C:32]([Cl:35])=[CH:31][C:30]=2[CH3:36])=[C:12]([Cl:11])[CH:17]=1)[C:19]1[CH:24]=[CH:23][C:22]([F:25])=[CH:21][C:20]=1[CH3:26])[CH3:42]. The catalyst class is: 247. (2) Reactant: [Cl:1][C:2]1[CH:7]=[CH:6][CH:5]=[C:4]([Cl:8])[C:3]=1[CH2:9][CH2:10][C:11]1[C:15]([CH2:16][O:17][C:18]2[CH:23]=[CH:22][C:21]([C:24]3[CH:25]=[C:26]4[C:31](=[CH:32][CH:33]=3)[C:30]([C:34]([O:36]CC)=[O:35])=[CH:29][CH:28]=[CH:27]4)=[CH:20][CH:19]=2)=[C:14]([CH:39]([CH3:41])[CH3:40])[O:13][N:12]=1.C(O)C.[OH-].[Na+]. Product: [Cl:1][C:2]1[CH:7]=[CH:6][CH:5]=[C:4]([Cl:8])[C:3]=1[CH2:9][CH2:10][C:11]1[C:15]([CH2:16][O:17][C:18]2[CH:19]=[CH:20][C:21]([C:24]3[CH:25]=[C:26]4[C:31](=[CH:32][CH:33]=3)[C:30]([C:34]([OH:36])=[O:35])=[CH:29][CH:28]=[CH:27]4)=[CH:22][CH:23]=2)=[C:14]([CH:39]([CH3:41])[CH3:40])[O:13][N:12]=1. The catalyst class is: 7. (3) Reactant: [CH2:1]([C@H:5]1[O:7][C@@H:6]1[C:8]([OH:10])=O)[CH2:2][CH2:3][CH3:4].CCCCC(F)(F)C(O)CC[C@@H]1[C@@H](CCCCCC[C:31]([OH:33])=[O:32])C(=O)C[C@H]1O.[CH2:38]1[CH2:43][CH2:42][CH:41]([NH:44]C2CCCCC2)[CH2:40][CH2:39]1.C(Cl)(=O)C(C)(C)C. Product: [CH2:31]1[O:33][C:38]2[CH:43]=[CH:42][C:41]([NH:44][C:8]([C@@H:6]3[C@@H:5]([CH2:1][CH2:2][CH2:3][CH3:4])[O:7]3)=[O:10])=[CH:40][C:39]=2[O:32]1. The catalyst class is: 7. (4) Reactant: Br[CH2:2][C:3]([O:5]C(C)(C)C)=[O:4].[NH:10]1[CH2:14][CH2:13][CH2:12][CH2:11]1.[ClH:15]. Product: [ClH:15].[N:10]1([CH2:2][C:3]([OH:5])=[O:4])[CH2:14][CH2:13][CH2:12][CH2:11]1. The catalyst class is: 523. (5) Reactant: [C:1]([O:5][C:6]([N:8]1[CH2:12][CH:11]([OH:13])[CH2:10][CH:9]1[C:14]1[NH:15][C:16]([C:19]2[CH:24]=[CH:23][C:22]([Br:25])=[CH:21][CH:20]=2)=[CH:17][N:18]=1)=[O:7])([CH3:4])([CH3:3])[CH3:2].[H-].[Na+].[CH3:28][Si:29]([CH2:32][CH2:33][O:34][CH2:35]Cl)([CH3:31])[CH3:30]. Product: [C:1]([O:5][C:6]([N:8]1[CH2:12][CH:11]([OH:13])[CH2:10][CH:9]1[C:14]1[N:18]([CH2:35][O:34][CH2:33][CH2:32][Si:29]([CH3:31])([CH3:30])[CH3:28])[CH:17]=[C:16]([C:19]2[CH:24]=[CH:23][C:22]([Br:25])=[CH:21][CH:20]=2)[N:15]=1)=[O:7])([CH3:4])([CH3:2])[CH3:3]. The catalyst class is: 3. (6) Reactant: [F:1][C:2]1[CH:10]=[C:9]2[C:5]([CH:6]=[C:7]([C:12]([O:14][CH3:15])=[O:13])[N:8]2[CH3:11])=[CH:4][CH:3]=1.[H-].[Na+].F[C:19]1C=C2C(C=C(C(OC)=O)N2)=CC=1.IC.Cl. Product: [F:1][C:2]1[CH:10]=[C:9]2[C:5]([CH:6]=[C:7]([C:12]([O:14][CH3:15])=[O:13])[N:8]2[CH3:11])=[CH:4][CH:3]=1.[F:1][C:2]1[CH:10]=[C:9]2[C:5]([CH:6]=[C:7]([C:12]([O:14][CH2:15][CH3:19])=[O:13])[N:8]2[CH3:11])=[CH:4][CH:3]=1. The catalyst class is: 204. (7) Reactant: [OH:1][C:2]1[CH:3]=[C:4]2[C:9](=[CH:10][CH:11]=1)[C:8](=[O:12])[CH2:7][CH2:6][CH2:5]2.N1C=CC=CC=1.[F:19][C:20]([F:33])([F:32])[S:21](O[S:21]([C:20]([F:33])([F:32])[F:19])(=[O:23])=[O:22])(=[O:23])=[O:22].C(=O)([O-])[O-].[Na+].[Na+]. Product: [F:19][C:20]([F:33])([F:32])[S:21]([O:1][C:2]1[CH:11]=[CH:10][C:9]2[C:8](=[O:12])[CH2:7][CH2:6][CH2:5][C:4]=2[CH:3]=1)(=[O:23])=[O:22]. The catalyst class is: 4. (8) Reactant: [F:1][C:2]1[C:11]([F:12])=[C:10]([F:13])[C:9]([F:14])=[C:8]([F:15])[C:3]=1[O:4][CH2:5][CH2:6]O.C1C(=O)N([Br:23])C(=O)C1.C1(P(C2C=CC=CC=2)C2C=CC=CC=2)C=CC=CC=1. Product: [Br:23][CH2:6][CH2:5][O:4][C:3]1[C:2]([F:1])=[C:11]([F:12])[C:10]([F:13])=[C:9]([F:14])[C:8]=1[F:15]. The catalyst class is: 23.